From a dataset of Forward reaction prediction with 1.9M reactions from USPTO patents (1976-2016). Predict the product of the given reaction. (1) Given the reactants [N:1]1([C:11]([N:13]2[CH2:18][CH2:17][CH:16]([C:19]([O:21]CC)=[O:20])[CH2:15][CH2:14]2)=[O:12])[C:10]2[C:5](=[CH:6][CH:7]=[CH:8][CH:9]=2)[CH2:4][CH2:3][CH2:2]1.[OH-].[Na+], predict the reaction product. The product is: [N:1]1([C:11]([N:13]2[CH2:18][CH2:17][CH:16]([C:19]([OH:21])=[O:20])[CH2:15][CH2:14]2)=[O:12])[C:10]2[C:5](=[CH:6][CH:7]=[CH:8][CH:9]=2)[CH2:4][CH2:3][CH2:2]1. (2) Given the reactants [F:1][C:2]1[CH:3]=[C:4]([CH:12]=[C:13]([F:24])[C:14]=1B1OC(C)(C)C(C)(C)O1)[O:5][CH:6]1[CH2:11][CH2:10][CH2:9][O:8][CH2:7]1.Br[C:26]1[N:31]=[C:30]([C:32]([O:34][CH3:35])=[O:33])[CH:29]=[CH:28][C:27]=1[F:36].CCN(C(C)C)C(C)C, predict the reaction product. The product is: [F:24][C:13]1[CH:12]=[C:4]([O:5][CH:6]2[CH2:11][CH2:10][CH2:9][O:8][CH2:7]2)[CH:3]=[C:2]([F:1])[C:14]=1[C:26]1[N:31]=[C:30]([C:32]([O:34][CH3:35])=[O:33])[CH:29]=[CH:28][C:27]=1[F:36]. (3) Given the reactants [F:1][C:2]1[CH:47]=[CH:46][CH:45]=[C:44]([F:48])[C:3]=1[CH2:4][N:5]1[C:10]2[S:11][C:12]([C:24]3[CH:29]=[CH:28][C:27]([NH:30][C:31]([NH:33][O:34][CH3:35])=[O:32])=[CH:26][CH:25]=3)=[C:13]([CH2:14][N:15]([CH3:23])[CH2:16][C:17]3[CH:22]=[CH:21][CH:20]=[CH:19][N:18]=3)[C:9]=2[C:8](=[O:36])[N:7]([CH2:37][CH2:38][C:39](OC)=O)[C:6]1=[O:43].NC(CC)[CH2:51][CH2:52][CH2:53][OH:54], predict the reaction product. The product is: [F:1][C:2]1[CH:47]=[CH:46][CH:45]=[C:44]([F:48])[C:3]=1[CH2:4][N:5]1[C:10]2[S:11][C:12]([C:24]3[CH:25]=[CH:26][C:27]([NH:30][C:31]([NH:33][O:34][CH3:35])=[O:32])=[CH:28][CH:29]=3)=[C:13]([CH2:14][N:15]([CH3:23])[CH2:16][C:17]3[CH:22]=[CH:21][CH:20]=[CH:19][N:18]=3)[C:9]=2[C:8](=[O:36])[N:7]([CH:37]2[CH2:38][CH2:39][CH:53]([OH:54])[CH2:52][CH2:51]2)[C:6]1=[O:43]. (4) The product is: [Cl:19][C:16]1[CH:17]=[CH:18][C:13]([O:12][C:9]2[CH:8]=[CH:7][C:6]([CH2:5][CH2:4][O:3][C:1]3[NH:2][CH:29]=[C:28]([CH2:33][C:34]4[CH:39]=[N:38][CH:37]=[N:36][CH:35]=4)[C:27](=[O:26])[N:25]=3)=[CH:11][CH:10]=2)=[CH:14][C:15]=1[O:20][C:21]([F:24])([F:22])[F:23]. Given the reactants [C:1](=[NH:25])([O:3][CH2:4][CH2:5][C:6]1[CH:11]=[CH:10][C:9]([O:12][C:13]2[CH:18]=[CH:17][C:16]([Cl:19])=[C:15]([O:20][C:21]([F:24])([F:23])[F:22])[CH:14]=2)=[CH:8][CH:7]=1)[NH2:2].[OH:26]/[CH:27]=[C:28](/[CH2:33][C:34]1[CH:35]=[N:36][CH:37]=[N:38][CH:39]=1)\[C:29](OC)=O.C([O-])([O-])=O.[Cs+].[Cs+], predict the reaction product. (5) Given the reactants [CH3:1][C:2]([CH3:13])([CH3:12])[C:3]([NH:5][C:6]1[CH:11]=[CH:10][N:9]=[CH:8][CH:7]=1)=[O:4].C([Li])CCC.CCCCCC.Cl.[C:26](=O)([O-])[O-:27].[K+].[K+], predict the reaction product. The product is: [CH:26]([C:7]1[CH:8]=[N:9][CH:10]=[CH:11][C:6]=1[NH:5][C:3](=[O:4])[C:2]([CH3:13])([CH3:12])[CH3:1])=[O:27]. (6) Given the reactants [CH3:1][O:2][C:3]1[CH:18]=[CH:17][CH:16]=[CH:15][C:4]=1[O:5][C:6]1[CH:7]=[N:8][C:9]([C:12]([OH:14])=O)=[N:10][CH:11]=1.Cl.[CH:20]1([CH2:23][NH:24][CH2:25][C:26]2[CH:35]=[CH:34][C:29]([C:30]([O:32][CH3:33])=[O:31])=[CH:28][CH:27]=2)[CH2:22][CH2:21]1, predict the reaction product. The product is: [CH:20]1([CH2:23][N:24]([CH2:25][C:26]2[CH:27]=[CH:28][C:29]([C:30]([O:32][CH3:33])=[O:31])=[CH:34][CH:35]=2)[C:12]([C:9]2[N:10]=[CH:11][C:6]([O:5][C:4]3[CH:15]=[CH:16][CH:17]=[CH:18][C:3]=3[O:2][CH3:1])=[CH:7][N:8]=2)=[O:14])[CH2:21][CH2:22]1. (7) Given the reactants [CH3:1][O:2][CH2:3][CH2:4][O:5][CH2:6][C:7]([OH:9])=O.C(N(CC)CC)C.C(OC(Cl)=O)C(C)C.[NH2:25][C:26]1[CH:31]=[CH:30][CH:29]=[C:28]([NH2:32])[N:27]=1, predict the reaction product. The product is: [NH2:25][C:26]1[N:27]=[C:28]([NH:32][C:7](=[O:9])[CH2:6][O:5][CH2:4][CH2:3][O:2][CH3:1])[CH:29]=[CH:30][CH:31]=1. (8) Given the reactants [C:1]1([OH:11])[C:10]2[C:5](=[CH:6][CH:7]=[CH:8][CH:9]=2)[CH:4]=[CH:3][CH:2]=1.C1C(=O)N([Br:19])C(=O)C1, predict the reaction product. The product is: [Br:19][C:4]1[C:5]2[C:10](=[CH:9][CH:8]=[CH:7][CH:6]=2)[C:1]([OH:11])=[CH:2][CH:3]=1. (9) Given the reactants [Si:1]([O:8][C@@H:9]1[CH2:14][C@@H:13]([CH2:15][OH:16])[O:12][C:11](=[O:17])[CH2:10]1)([C:4]([CH3:7])([CH3:6])[CH3:5])([CH3:3])[CH3:2].CC(OI1(OC(C)=O)(OC(C)=O)OC(=O)C2C=CC=CC1=2)=[O:20], predict the reaction product. The product is: [Si:1]([O:8][C@@H:9]1[CH2:14][C@@H:13]([CH:15]([OH:20])[OH:16])[O:12][C:11](=[O:17])[CH2:10]1)([C:4]([CH3:7])([CH3:6])[CH3:5])([CH3:3])[CH3:2]. (10) Given the reactants Cl[C:2]1[C:21]([C:22]2[CH:23]=[N:24][CH:25]=[N:26][CH:27]=2)=[CH:20][C:5]([C:6]([NH:8][C:9]2[CH:14]=[CH:13][C:12]([O:15][C:16]([F:19])([F:18])[F:17])=[CH:11][CH:10]=2)=[O:7])=[CH:4][N:3]=1.C([Sn](CCCC)(CCCC)C(OCC)=C)CCC.C([O:48][C:49]([C:51]1C(C2C=NC=NC=2)=CC(C(NC2C=CC(OC(F)(F)F)=CC=2)=O)=CN=1)=[CH2:50])C.Cl.C([O-])([O-])=O.[Na+].[Na+].C(C1C(C2C=NC=NC=2)=CC(C(NC2C=CC(OC(F)(F)F)=CC=2)=O)=CN=1)(=O)C.C[Mg+].[Br-].C1COCC1.C1(C)C=CC=CC=1.[NH4+].[Cl-], predict the reaction product. The product is: [OH:48][C:49]([C:2]1[C:21]([C:22]2[CH:23]=[N:24][CH:25]=[N:26][CH:27]=2)=[CH:20][C:5]([C:6]([NH:8][C:9]2[CH:14]=[CH:13][C:12]([O:15][C:16]([F:19])([F:18])[F:17])=[CH:11][CH:10]=2)=[O:7])=[CH:4][N:3]=1)([CH3:51])[CH3:50].